The task is: Predict the reaction yield, written as a fraction of the theoretical maximum amount of product (1.0 means a 100% yield; for example, 0.34 means a 34% yield).. This data is from Reaction yield outcomes from USPTO patents with 853,638 reactions. (1) The reactants are [CH3:1][O:2][C:3]([C:5]1([C:8]2[CH:13]=[C:12](I)[C:11]([O:15][CH2:16][C:17]([CH3:19])=[CH2:18])=[C:10](I)[CH:9]=2)[CH2:7][CH2:6]1)=[O:4].CCCC[SnH](CCCC)CCCC.CC(N=NC(C#N)(C)C)(C#N)C. The catalyst is C1(C)C=CC=CC=1. The product is [CH3:1][O:2][C:3]([C:5]1([C:8]2[CH:13]=[CH:12][C:11]3[O:15][CH2:16][C:17]([CH3:19])([CH3:18])[C:10]=3[CH:9]=2)[CH2:7][CH2:6]1)=[O:4]. The yield is 0.620. (2) The reactants are O=[C:2]1[C:11]2[C:10]([C:12](OC)=O)=[CH:9][CH:8]=[CH:7][C:6]=2[NH:5][CH:4]([C:16]2[CH:21]=[CH:20][CH:19]=[CH:18][CH:17]=2)[CH:3]1[C:22]1[CH:27]=[CH:26][CH:25]=[CH:24][CH:23]=1.[OH2:28].[NH2:29][NH2:30]. The catalyst is O. The product is [C:16]1([CH:4]2[NH:5][C:6]3[C:11]4[C:2](=[N:29][NH:30][C:12](=[O:28])[C:10]=4[CH:9]=[CH:8][CH:7]=3)[CH:3]2[C:22]2[CH:27]=[CH:26][CH:25]=[CH:24][CH:23]=2)[CH:17]=[CH:18][CH:19]=[CH:20][CH:21]=1. The yield is 0.160.